Dataset: Full USPTO retrosynthesis dataset with 1.9M reactions from patents (1976-2016). Task: Predict the reactants needed to synthesize the given product. (1) Given the product [CH:1]1([N:6]2[C:10]3[C:11]([Br:16])=[C:12]([NH2:15])[CH:13]=[CH:14][C:9]=3[N:8]=[CH:7]2)[CH2:5][CH2:4][CH2:3][CH2:2]1, predict the reactants needed to synthesize it. The reactants are: [CH:1]1([N:6]2[C:10]3[CH:11]=[C:12]([NH2:15])[CH:13]=[CH:14][C:9]=3[N:8]=[CH:7]2)[CH2:5][CH2:4][CH2:3][CH2:2]1.[Br:16]Br.N.CO.C(Cl)Cl. (2) Given the product [Cl:10][C:11]1[CH:23]=[CH:22][C:14]([O:15][CH:16]([C:3](=[O:4])[C:2]([F:9])([F:8])[F:1])[C:17]([O:19][CH2:20][CH3:21])=[O:18])=[CH:13][C:12]=1[C:24]([F:25])([F:26])[F:27], predict the reactants needed to synthesize it. The reactants are: [F:1][C:2]([F:9])([F:8])[C:3](OCC)=[O:4].[Cl:10][C:11]1[CH:23]=[CH:22][C:14]([O:15][CH2:16][C:17]([O:19][CH2:20][CH3:21])=[O:18])=[CH:13][C:12]=1[C:24]([F:27])([F:26])[F:25].[H-].[Na+].Cl.